This data is from NCI-60 drug combinations with 297,098 pairs across 59 cell lines. The task is: Regression. Given two drug SMILES strings and cell line genomic features, predict the synergy score measuring deviation from expected non-interaction effect. (1) Drug 1: CC1=C(N=C(N=C1N)C(CC(=O)N)NCC(C(=O)N)N)C(=O)NC(C(C2=CN=CN2)OC3C(C(C(C(O3)CO)O)O)OC4C(C(C(C(O4)CO)O)OC(=O)N)O)C(=O)NC(C)C(C(C)C(=O)NC(C(C)O)C(=O)NCCC5=NC(=CS5)C6=NC(=CS6)C(=O)NCCC[S+](C)C)O. Drug 2: C1=NNC2=C1C(=O)NC=N2. Cell line: SN12C. Synergy scores: CSS=10.6, Synergy_ZIP=-7.49, Synergy_Bliss=-3.47, Synergy_Loewe=-14.8, Synergy_HSA=-2.60. (2) Drug 1: CC1CCC2CC(C(=CC=CC=CC(CC(C(=O)C(C(C(=CC(C(=O)CC(OC(=O)C3CCCCN3C(=O)C(=O)C1(O2)O)C(C)CC4CCC(C(C4)OC)O)C)C)O)OC)C)C)C)OC. Drug 2: CN(CCCl)CCCl.Cl. Cell line: CAKI-1. Synergy scores: CSS=32.7, Synergy_ZIP=-7.25, Synergy_Bliss=2.63, Synergy_Loewe=4.39, Synergy_HSA=4.91. (3) Drug 1: CS(=O)(=O)C1=CC(=C(C=C1)C(=O)NC2=CC(=C(C=C2)Cl)C3=CC=CC=N3)Cl. Drug 2: CC12CCC3C(C1CCC2O)C(CC4=C3C=CC(=C4)O)CCCCCCCCCS(=O)CCCC(C(F)(F)F)(F)F. Cell line: HCC-2998. Synergy scores: CSS=4.02, Synergy_ZIP=4.25, Synergy_Bliss=7.27, Synergy_Loewe=3.20, Synergy_HSA=3.74.